This data is from Forward reaction prediction with 1.9M reactions from USPTO patents (1976-2016). The task is: Predict the product of the given reaction. (1) Given the reactants CON(C)[C:4]([C:6]1[CH:21]=[CH:20][C:9]2[S:10][C:11]3[CH:19]=[CH:18][CH:17]=[CH:16][C:12]=3[C:13]([Cl:15])=[N:14][C:8]=2[CH:7]=1)=[O:5].[Cl-].[Mg+2].[Cl-], predict the reaction product. The product is: [Cl:15][C:13]1[C:12]2[CH:16]=[CH:17][CH:18]=[CH:19][C:11]=2[S:10][C:9]2[CH:20]=[CH:21][C:6]([C:4](=[O:5])[CH2:4][CH2:6][CH2:7][CH3:8])=[CH:7][C:8]=2[N:14]=1. (2) Given the reactants [CH:1]([C@H:3]1[CH2:7][CH2:6][C:5](=[O:8])[N:4]1[CH2:9][CH2:10][CH2:11][CH2:12][CH2:13][CH2:14][C:15]([O:17][CH3:18])=[O:16])=O.[O:19]=[C:20]([CH2:28][CH2:29][CH2:30][CH2:31][C:32]1[CH:37]=[CH:36][CH:35]=[CH:34][CH:33]=1)[CH2:21]P(=O)(OC)OC.[Cl-].[Li+].C(N(CC)CC)C.[Cl-].[NH4+], predict the reaction product. The product is: [O:8]=[C:5]1[CH2:6][CH2:7][C@H:3](/[CH:1]=[CH:21]/[C:20](=[O:19])[CH2:28][CH2:29][CH2:30][CH2:31][C:32]2[CH:33]=[CH:34][CH:35]=[CH:36][CH:37]=2)[N:4]1[CH2:9][CH2:10][CH2:11][CH2:12][CH2:13][CH2:14][C:15]([O:17][CH3:18])=[O:16].